Dataset: Peptide-MHC class I binding affinity with 185,985 pairs from IEDB/IMGT. Task: Regression. Given a peptide amino acid sequence and an MHC pseudo amino acid sequence, predict their binding affinity value. This is MHC class I binding data. (1) The peptide sequence is VLNIVLFIL. The MHC is HLA-A02:01 with pseudo-sequence HLA-A02:01. The binding affinity (normalized) is 0.448. (2) The peptide sequence is ITLWQRPIV. The MHC is HLA-A02:03 with pseudo-sequence HLA-A02:03. The binding affinity (normalized) is 0. (3) The peptide sequence is ALRQARAAF. The MHC is HLA-B07:02 with pseudo-sequence HLA-B07:02. The binding affinity (normalized) is 0.797. (4) The peptide sequence is DTIVSRSSR. The MHC is HLA-A68:01 with pseudo-sequence HLA-A68:01. The binding affinity (normalized) is 0.838.